From a dataset of Reaction yield outcomes from USPTO patents with 853,638 reactions. Predict the reaction yield, written as a fraction of the theoretical maximum amount of product (1.0 means a 100% yield; for example, 0.34 means a 34% yield). (1) The reactants are C([O:3][C:4]([CH:6]1[CH2:11][CH2:10][N:9]([CH:12]2[CH2:17][CH2:16][N:15]([C:18]([O:20][CH2:21][CH3:22])=[O:19])[CH2:14][CH2:13]2)[CH2:8][CH2:7]1)=[O:5])C.O1CCCC1.O.O.[OH-].[Li+]. The catalyst is C(OCC)(=O)C. The product is [CH2:21]([O:20][C:18]([N:15]1[CH2:16][CH2:17][CH:12]([N:9]2[CH2:8][CH2:7][CH:6]([C:4]([OH:5])=[O:3])[CH2:11][CH2:10]2)[CH2:13][CH2:14]1)=[O:19])[CH3:22]. The yield is 0.940. (2) The product is [CH3:26][C:25]1[CH:24]=[CH:23][C:19]([C:20](=[O:22])[NH:28][CH3:27])=[CH:18][C:17]=1[NH:16][CH2:15][C:12]1[N:13]=[CH:14][C:9]([NH:8][C:6](=[O:7])[O:5][C:1]([CH3:4])([CH3:3])[CH3:2])=[N:10][CH:11]=1. The catalyst is CN(C=O)C. The reactants are [C:1]([O:5][C:6]([NH:8][C:9]1[N:10]=[CH:11][C:12]([CH2:15][NH:16][C:17]2[CH:18]=[C:19]([CH:23]=[CH:24][C:25]=2[CH3:26])[C:20]([OH:22])=O)=[N:13][CH:14]=1)=[O:7])([CH3:4])([CH3:3])[CH3:2].[CH3:27][N:28](C(ON1N=NC2C=CC=NC1=2)=[N+](C)C)C.F[P-](F)(F)(F)(F)F.CCN(C(C)C)C(C)C.Cl.CN. The yield is 0.930. (3) The reactants are C([O:3][C:4](=[O:35])[CH2:5][C:6]1[CH:15]=[C:14]([C:16](=[O:33])[C:17]2[CH:22]=[CH:21][C:20]([S:23]([N:26]3[CH2:31][CH2:30][N:29]([CH3:32])[CH2:28][CH2:27]3)(=[O:25])=[O:24])=[CH:19][CH:18]=2)[C:13]2[C:8](=[CH:9][CH:10]=[C:11]([F:34])[CH:12]=2)[CH:7]=1)C.O.[OH-].[Li+]. The product is [F:34][C:11]1[CH:12]=[C:13]2[C:8](=[CH:9][CH:10]=1)[CH:7]=[C:6]([CH2:5][C:4]([OH:35])=[O:3])[CH:15]=[C:14]2[C:16](=[O:33])[C:17]1[CH:18]=[CH:19][C:20]([S:23]([N:26]2[CH2:27][CH2:28][N:29]([CH3:32])[CH2:30][CH2:31]2)(=[O:25])=[O:24])=[CH:21][CH:22]=1. The yield is 0.420. The catalyst is O1CCCC1.O. (4) The yield is 0.460. The catalyst is CC(O)=O.[Pd]. The product is [NH2:2][CH2:1][C:3]1[C:4]([N:9]([CH3:19])[S:10]([C:13]2[CH:14]=[CH:15][CH:16]=[CH:17][CH:18]=2)(=[O:12])=[O:11])=[N:5][CH:6]=[CH:7][N:8]=1. The reactants are [C:1]([C:3]1[C:4]([N:9]([CH3:19])[S:10]([C:13]2[CH:18]=[CH:17][CH:16]=[CH:15][CH:14]=2)(=[O:12])=[O:11])=[N:5][CH:6]=[CH:7][N:8]=1)#[N:2].[H][H]. (5) The reactants are Br[C:2]1[CH:3]=[C:4]([NH:9][C:10]([C:12]2[CH:34]=[CH:33][C:15]([O:16][C:17]3[CH:26]=[C:25]4[C:20]([CH:21]([C:27]([O:29][CH2:30][CH3:31])=[O:28])[CH2:22][CH2:23][O:24]4)=[CH:19][C:18]=3[Cl:32])=[CH:14][CH:13]=2)=[O:11])[CH:5]=[CH:6][C:7]=1[F:8].[Cl:35][C:36]1[CH:41]=[CH:40][C:39](B(O)O)=[CH:38][CH:37]=1.C([O-])([O-])=O.[Na+].[Na+].O. The catalyst is C1C=CC([P]([Pd]([P](C2C=CC=CC=2)(C2C=CC=CC=2)C2C=CC=CC=2)([P](C2C=CC=CC=2)(C2C=CC=CC=2)C2C=CC=CC=2)[P](C2C=CC=CC=2)(C2C=CC=CC=2)C2C=CC=CC=2)(C2C=CC=CC=2)C2C=CC=CC=2)=CC=1.C1(C)C=CC=CC=1. The product is [Cl:32][C:18]1[CH:19]=[C:20]2[C:25](=[CH:26][C:17]=1[O:16][C:15]1[CH:33]=[CH:34][C:12]([C:10](=[O:11])[NH:9][C:4]3[CH:3]=[C:2]([C:39]4[CH:40]=[CH:41][C:36]([Cl:35])=[CH:37][CH:38]=4)[C:7]([F:8])=[CH:6][CH:5]=3)=[CH:13][CH:14]=1)[O:24][CH2:23][CH2:22][CH:21]2[C:27]([O:29][CH2:30][CH3:31])=[O:28]. The yield is 0.710. (6) The reactants are C(=O)([O-])[O-].[Cs+].[Cs+].[CH3:7][C:8]1[C:16]2[C:11](=[N:12][CH:13]=[N:14][C:15]=2[NH2:17])[NH:10][N:9]=1.[Cl:18][C:19]1[C:20]([C:41]#[N:42])=[C:21]([C:30]2[CH:31]=[CH:32][C:33]([C:36]([N:38]([CH3:40])[CH3:39])=[O:37])=[N:34][CH:35]=2)[C:22]([O:28][CH3:29])=[C:23]([CH:25](Cl)[CH3:26])[CH:24]=1. The catalyst is CN(C)C=O.CCOC(C)=O. The product is [NH2:17][C:15]1[N:14]=[CH:13][N:12]=[C:11]2[N:10]([CH:25]([C:23]3[C:22]([O:28][CH3:29])=[C:21]([C:30]4[CH:31]=[CH:32][C:33]([C:36]([N:38]([CH3:39])[CH3:40])=[O:37])=[N:34][CH:35]=4)[C:20]([C:41]#[N:42])=[C:19]([Cl:18])[CH:24]=3)[CH3:26])[N:9]=[C:8]([CH3:7])[C:16]=12. The yield is 0.800.